This data is from Reaction yield outcomes from USPTO patents with 853,638 reactions. The task is: Predict the reaction yield, written as a fraction of the theoretical maximum amount of product (1.0 means a 100% yield; for example, 0.34 means a 34% yield). (1) The reactants are [Si:1]([O:18][C:19]1[C@@H:20]([CH2:43][OH:44])[O:21][C@@H:22]([C:24]2[C:28]3[N:29]=[CH:30][N:31]=[C:32]([NH:33][C@@H:34]4[C:42]5[C:37](=[CH:38][CH:39]=[CH:40][CH:41]=5)[CH2:36][CH2:35]4)[C:27]=3[S:26][CH:25]=2)[CH:23]=1)([C:14]([CH3:17])([CH3:16])[CH3:15])([C:8]1[CH:13]=[CH:12][CH:11]=[CH:10][CH:9]=1)[C:2]1[CH:7]=[CH:6][CH:5]=[CH:4][CH:3]=1. The catalyst is C1CCC(P(C2CCCCC2)C2CCCCC2)CC1.C1CC=CCCC=C1.C1C=CN=CC=1.F[P-](F)(F)(F)(F)F.[Ir].C(Cl)Cl. The product is [Si:1]([O:18][C@H:19]1[CH2:23][C@H:22]([C:24]2[C:28]3[N:29]=[CH:30][N:31]=[C:32]([NH:33][C@@H:34]4[C:42]5[C:37](=[CH:38][CH:39]=[CH:40][CH:41]=5)[CH2:36][CH2:35]4)[C:27]=3[S:26][CH:25]=2)[O:21][C@@H:20]1[CH2:43][OH:44])([C:14]([CH3:15])([CH3:16])[CH3:17])([C:2]1[CH:3]=[CH:4][CH:5]=[CH:6][CH:7]=1)[C:8]1[CH:13]=[CH:12][CH:11]=[CH:10][CH:9]=1. The yield is 0.860. (2) The reactants are [F:1][C:2]([F:35])([F:34])[C:3]1[CH:4]=[C:5]([C:13]([C:20]2[CH:25]=[C:24]([C:26]([F:29])([F:28])[F:27])[CH:23]=[C:22]([C:30]([F:33])([F:32])[F:31])[CH:21]=2)([C@H:15]2[CH2:19][CH2:18][CH2:17][NH:16]2)[OH:14])[CH:6]=[C:7]([C:9]([F:12])([F:11])[F:10])[CH:8]=1.C(N(CC)CC)C.C(Cl)Cl.FC(F)(F)S(O[Si:52]([C:55]([CH3:58])([CH3:57])[CH3:56])([CH3:54])[CH3:53])(=O)=O. No catalyst specified. The product is [F:10][C:9]([F:12])([F:11])[C:7]1[CH:6]=[C:5]([C:13]([C:20]2[CH:25]=[C:24]([C:26]([F:27])([F:28])[F:29])[CH:23]=[C:22]([C:30]([F:33])([F:32])[F:31])[CH:21]=2)([O:14][Si:52]([C:55]([CH3:58])([CH3:57])[CH3:56])([CH3:54])[CH3:53])[C@H:15]2[CH2:19][CH2:18][CH2:17][NH:16]2)[CH:4]=[C:3]([C:2]([F:34])([F:1])[F:35])[CH:8]=1. The yield is 0.912.